This data is from Full USPTO retrosynthesis dataset with 1.9M reactions from patents (1976-2016). The task is: Predict the reactants needed to synthesize the given product. (1) The reactants are: [Cl-].[NH4+].O.[CH2:4]([O:9][C:10]1[CH:17]=[CH:16][C:15]([N+:18]([O-])=O)=[CH:14][C:11]=1[C:12]#[N:13])[C:5]([CH3:8])([CH3:7])[CH3:6]. Given the product [NH2:18][C:15]1[CH:16]=[CH:17][C:10]([O:9][CH2:4][C:5]([CH3:8])([CH3:7])[CH3:6])=[C:11]([CH:14]=1)[C:12]#[N:13], predict the reactants needed to synthesize it. (2) Given the product [F:28][C:29]([F:47])([F:46])[C:30]1[CH:31]=[C:32]([C:40]([CH3:45])([CH3:44])[C:41]([N:2]([CH3:1])[C:3]2[C:4]([O:11][C:12]3[CH:17]=[CH:16][CH:15]=[CH:14][C:13]=3[CH3:18])=[N:5][C:6]([S:9][CH3:10])=[N:7][CH:8]=2)=[O:42])[CH:33]=[C:34]([C:36]([F:39])([F:38])[F:37])[CH:35]=1, predict the reactants needed to synthesize it. The reactants are: [CH3:1][NH:2][C:3]1[C:4]([O:11][C:12]2[CH:17]=[CH:16][CH:15]=[CH:14][C:13]=2[CH3:18])=[N:5][C:6]([S:9][CH3:10])=[N:7][CH:8]=1.C(N(C(C)C)C(C)C)C.[F:28][C:29]([F:47])([F:46])[C:30]1[CH:31]=[C:32]([C:40]([CH3:45])([CH3:44])[C:41](Cl)=[O:42])[CH:33]=[C:34]([C:36]([F:39])([F:38])[F:37])[CH:35]=1.[OH-].[Na+].